From a dataset of Catalyst prediction with 721,799 reactions and 888 catalyst types from USPTO. Predict which catalyst facilitates the given reaction. (1) Reactant: I[C:2]1[CH:3]=[C:4]([CH:19]=[CH:20][CH:21]=1)[CH2:5][CH2:6][N:7]([CH2:15][CH2:16][O:17][CH3:18])[C:8](=[O:14])[O:9][C:10]([CH3:13])([CH3:12])[CH3:11].[B:22]1([B:22]2[O:26][C:25]([CH3:28])([CH3:27])[C:24]([CH3:30])([CH3:29])[O:23]2)[O:26][C:25]([CH3:28])([CH3:27])[C:24]([CH3:30])([CH3:29])[O:23]1.C([O-])(=O)C.[K+]. Product: [CH3:18][O:17][CH2:16][CH2:15][N:7]([CH2:6][CH2:5][C:4]1[CH:19]=[CH:20][CH:21]=[C:2]([B:22]2[O:26][C:25]([CH3:28])([CH3:27])[C:24]([CH3:30])([CH3:29])[O:23]2)[CH:3]=1)[C:8](=[O:14])[O:9][C:10]([CH3:13])([CH3:12])[CH3:11]. The catalyst class is: 109. (2) Reactant: C1(P(C2C=CC=CC=2)C2C=CC=CC=2)C=CC=CC=1.C1(P([N:34]=[N+]=[N-])(C2C=CC=CC=2)=O)C=CC=CC=1.[CH:37]1([C:40]2[O:41][C:42]3[C:43](=[C:45]([C:60]#[N:61])[C:46]([CH3:59])=[C:47]([C:53]4[CH:58]=[CH:57][CH:56]=[CH:55][CH:54]=4)[C:48]=3[C:49]([CH2:51]O)=[CH2:50])[N:44]=2)[CH2:39][CH2:38]1.[C:70](O[C:70]([O:72][C:73]([CH3:76])([CH3:75])[CH3:74])=[O:71])([O:72][C:73]([CH3:76])([CH3:75])[CH3:74])=[O:71]. Product: [C:60]([C:45]1[C:43]2[N:44]=[C:40]([CH:37]3[CH2:38][CH2:39]3)[O:41][C:42]=2[C:48]([C:49](=[CH2:50])[CH2:51][NH:34][C:70](=[O:71])[O:72][C:73]([CH3:74])([CH3:75])[CH3:76])=[C:47]([C:53]2[CH:58]=[CH:57][CH:56]=[CH:55][CH:54]=2)[C:46]=1[CH3:59])#[N:61]. The catalyst class is: 7. (3) Reactant: [F:1][C:2]1[C:3]([C:8]2[CH:9]=[CH:10][C:11]3[N:12]([C:14]([NH:17][C:18]4[CH:19]=[N:20][CH:21]=[CH:22][C:23]=4[N:24]4[CH2:29][CH2:28][CH2:27][C@H:26]([NH:30]C(=O)OC(C)(C)C)[CH2:25]4)=[N:15][N:16]=3)[N:13]=2)=[N:4][CH:5]=[CH:6][CH:7]=1.[C:38]([OH:44])([C:40]([F:43])([F:42])[F:41])=[O:39]. The catalyst class is: 2. Product: [F:41][C:40]([F:43])([F:42])[C:38]([OH:44])=[O:39].[F:41][C:40]([F:43])([F:42])[C:38]([OH:44])=[O:39].[NH2:30][C@H:26]1[CH2:27][CH2:28][CH2:29][N:24]([C:23]2[CH:22]=[CH:21][N:20]=[CH:19][C:18]=2[NH:17][C:14]2[N:12]3[N:13]=[C:8]([C:3]4[C:2]([F:1])=[CH:7][CH:6]=[CH:5][N:4]=4)[CH:9]=[CH:10][C:11]3=[N:16][N:15]=2)[CH2:25]1. (4) Reactant: Br[C:2]1[CH:3]=[C:4]2[C:8](=[C:9]([C:11]#[N:12])[CH:10]=1)[NH:7][N:6]=[C:5]2[CH:13]1[CH2:18][CH2:17][N:16]([S:19]([CH2:22][CH3:23])(=[O:21])=[O:20])[CH2:15][CH2:14]1.[F:24][C:25]1[CH:26]=[C:27](B(O)O)[CH:28]=[CH:29][C:30]=1[F:31].C(=O)([O-])[O-:36].[K+].[K+]. Product: [F:24][C:25]1[CH:26]=[C:27]([C:2]2[CH:3]=[C:4]3[C:8](=[C:9]([C:11]([NH2:12])=[O:36])[CH:10]=2)[NH:7][N:6]=[C:5]3[CH:13]2[CH2:14][CH2:15][N:16]([S:19]([CH2:22][CH3:23])(=[O:20])=[O:21])[CH2:17][CH2:18]2)[CH:28]=[CH:29][C:30]=1[F:31]. The catalyst class is: 38. (5) Reactant: [C:1]([C:3]1[CH:4]=[C:5]([NH:23]C(=O)C(F)(F)F)[CH:6]=[N:7][C:8]=1[S:9](=[O:22])(=[O:21])[NH:10][C:11]1[CH:12]=[CH:13]C2CO[B:16]([OH:19])[C:15]=2[CH:20]=1)#[N:2].[C:30]([NH:33][NH2:34])(=O)[CH3:31].[CH3:35][CH2:36][O-:37].[Na+]. Product: [NH2:23][C:5]1[CH:4]=[C:3]([C:1]2[NH:2][C:30]([CH3:31])=[N:33][N:34]=2)[C:8]([S:9]([NH:10][C:11]2[CH:12]=[CH:13][C:35]3[CH2:36][O:37][B:16]([OH:19])[C:15]=3[CH:20]=2)(=[O:21])=[O:22])=[N:7][CH:6]=1. The catalyst class is: 8. (6) Reactant: [Br:1][C:2]1[CH:3]=[C:4]([CH2:12]Br)[C:5]([C:8]([O:10]C)=O)=[N:6][CH:7]=1.[NH2:14][C@@H:15]([CH2:28][C:29]1[CH:34]=[CH:33][CH:32]=[C:31]([F:35])[CH:30]=1)[CH2:16][N:17]1[C:25](=[O:26])[C:24]2[C:19](=[CH:20][CH:21]=[CH:22][CH:23]=2)[C:18]1=[O:27].C(N(CC)C(C)C)(C)C. Product: [Br:1][C:2]1[CH:3]=[C:4]2[CH2:12][N:14]([C@@H:15]([CH2:28][C:29]3[CH:34]=[CH:33][CH:32]=[C:31]([F:35])[CH:30]=3)[CH2:16][N:17]3[C:25](=[O:26])[C:24]4[C:19](=[CH:20][CH:21]=[CH:22][CH:23]=4)[C:18]3=[O:27])[C:8](=[O:10])[C:5]2=[N:6][CH:7]=1. The catalyst class is: 51. (7) Reactant: [Br:1][C:2]1[CH:14]=[CH:13][C:12]2[C:11]3[C:6](=[CH:7][C:8]([Br:15])=[CH:9][CH:10]=3)[C:5](=[C:16](SC)SC)[C:4]=2[CH:3]=1.[CH2:21]([Mg]Br)[CH2:22][CH2:23][CH2:24][CH2:25][CH2:26][CH2:27][CH2:28][CH2:29][CH2:30][CH2:31][CH3:32]. Product: [Br:1][C:2]1[CH:14]=[CH:13][C:12]2[C:11]3[C:6](=[CH:7][C:8]([Br:15])=[CH:9][CH:10]=3)[C:5](=[C:16]([CH2:6][CH2:7][CH2:8][CH2:9][CH2:10][CH2:11][CH2:12][CH2:4][CH2:3][CH2:2][CH2:14][CH3:13])[CH2:21][CH2:22][CH2:23][CH2:24][CH2:25][CH2:26][CH2:27][CH2:28][CH2:29][CH2:30][CH2:31][CH3:32])[C:4]=2[CH:3]=1. The catalyst class is: 165. (8) Reactant: [C:1]([O:5][C:6]([N:8]1[CH2:15][CH2:14][CH2:13][C@H:9]1[C:10]([OH:12])=O)=[O:7])([CH3:4])([CH3:3])[CH3:2].C(N(CC)CC)C.C(Cl)(=O)C(C)(C)C.Cl.[CH3:31][O:32][C:33](=[O:39])[C@@H:34]1[CH2:38][CH2:37][CH2:36][NH:35]1. Product: [CH3:31][O:32][C:33](=[O:39])[C@@H:34]1[CH2:38][CH2:37][CH2:36][N:35]1[C:10](=[O:12])[C@@H:9]1[CH2:13][CH2:14][CH2:15][N:8]1[C:6]([O:5][C:1]([CH3:2])([CH3:3])[CH3:4])=[O:7]. The catalyst class is: 2.